From a dataset of Forward reaction prediction with 1.9M reactions from USPTO patents (1976-2016). Predict the product of the given reaction. (1) Given the reactants [F:1][C:2]([F:16])([F:15])[CH:3]([NH:5][C:6]([C:8]1[S:12][N:11]=[C:10]([Cl:13])[C:9]=1[Cl:14])=[O:7])O.[C:17]1([C:23]2[S:27][C:26]([SH:28])=[N:25][N:24]=2)[CH:22]=[CH:21][CH:20]=[CH:19][CH:18]=1.[H-].[Na+], predict the reaction product. The product is: [F:1][C:2]([F:16])([F:15])[CH:3]([NH:5][C:6]([C:8]1[S:12][N:11]=[C:10]([Cl:13])[C:9]=1[Cl:14])=[O:7])[S:28][C:26]1[S:27][C:23]([C:17]2[CH:22]=[CH:21][CH:20]=[CH:19][CH:18]=2)=[N:24][N:25]=1. (2) Given the reactants [Cl:1][C:2]1[CH:33]=[CH:32][C:5]([C:6]2[C:11](C3C=CC4C(=CC=C(C(O)=O)C=4)N=3)=[CH:10][C:9]([C:25]([N:27]3[CH2:31][CH2:30][CH2:29][CH2:28]3)=[O:26])=[CH:8][CH:7]=2)=[CH:4][CH:3]=1.CN(C(O[N:42]1[N:50]=[N:49]C2C=CC=CC1=2)=[N+](C)C)C.F[P-](F)(F)(F)(F)F.C(O[C:61]([C:63]1[CH:64]=[C:65]2[N:71]=[C:70]([C:72]3[CH:73]=[C:74]4[C:79](=[CH:80][CH:81]=3)[N:78]=[C:77](C3C=CC=CC=3Br)[CH:76]=[CH:75]4)[N:69]([CH:89]3[CH2:94][CH2:93][CH2:92][CH2:91][CH2:90]3)[C:66]2=[N:67][CH:68]=1)=O)C.[CH3:95]C(O)=O, predict the reaction product. The product is: [Cl:1][C:2]1[CH:33]=[CH:32][C:5]([C:6]2[CH:11]=[CH:10][C:9]([C:25]([N:27]3[CH2:31][CH2:30][CH2:29][CH2:28]3)=[O:26])=[CH:8][C:7]=2[C:77]2[CH:76]=[CH:75][C:74]3[C:79](=[CH:80][CH:81]=[C:72]([C:70]4[N:69]([CH:89]5[CH2:90][CH2:91][CH2:92][CH2:93][CH2:94]5)[C:66]5[CH:95]=[CH:61][C:63]([C:68]6[NH:67][N:42]=[N:50][N:49]=6)=[CH:64][C:65]=5[N:71]=4)[CH:73]=3)[N:78]=2)=[CH:4][CH:3]=1. (3) Given the reactants Br[C:2]1[CH:10]=[CH:9][C:5]([C:6]([NH2:8])=[O:7])=[CH:4][CH:3]=1.B([C:14]1[CH:22]=[CH:21][C:17]([C:18]([OH:20])=[O:19])=[CH:16][CH:15]=1)(O)O, predict the reaction product. The product is: [NH2:8][C:6]([C:5]1[CH:9]=[CH:10][C:2]([C:14]2[CH:22]=[CH:21][C:17]([C:18]([OH:20])=[O:19])=[CH:16][CH:15]=2)=[CH:3][CH:4]=1)=[O:7]. (4) Given the reactants [CH2:1]([C@H:3]1[C@@H:7]([C:8]2[N:12]3[C:13]4[CH:19]=[CH:18][N:17]([S:20]([C:23]5[CH:29]=[CH:28][C:26]([CH3:27])=[CH:25][CH:24]=5)(=[O:22])=[O:21])[C:14]=4[N:15]=[CH:16][C:11]3=[N:10][N:9]=2)[CH2:6][C@@H:5]([NH:30]C(=O)C)[CH2:4]1)[CH3:2].Cl, predict the reaction product. The product is: [CH2:1]([C@H:3]1[C@@H:7]([C:8]2[N:12]3[C:13]4[CH:19]=[CH:18][N:17]([S:20]([C:23]5[CH:24]=[CH:25][C:26]([CH3:27])=[CH:28][CH:29]=5)(=[O:22])=[O:21])[C:14]=4[N:15]=[CH:16][C:11]3=[N:10][N:9]=2)[CH2:6][C@@H:5]([NH2:30])[CH2:4]1)[CH3:2]. (5) Given the reactants O[C:2]1[C:3](=[O:12])[O:4][C:5]2[C:10]([CH:11]=1)=[CH:9][CH:8]=[CH:7][CH:6]=2.C1C[O:16]CC1, predict the reaction product. The product is: [OH:16][C:7]1[CH:6]=[C:5]2[C:10]([CH2:11][CH2:2][C:3](=[O:12])[O:4]2)=[CH:9][CH:8]=1. (6) The product is: [NH2:1][C:2]1[C:15]([CH3:16])=[CH:14][C:13]([C:19]#[N:20])=[CH:12][C:3]=1[C:4]([O:6][CH2:7][CH2:8][CH2:9][CH2:10][CH3:11])=[O:5]. Given the reactants [NH2:1][C:2]1[C:15]([CH3:16])=[CH:14][C:13](Br)=[CH:12][C:3]=1[C:4]([O:6][CH2:7][CH2:8][CH2:9][CH2:10][CH3:11])=[O:5].[Cu](C#N)[C:19]#[N:20], predict the reaction product. (7) Given the reactants [CH:1]1[CH2:5][CH:4]=[CH:3][CH:2]=1.C(N[CH2:9][CH3:10])C.[C:11](O)(=O)[CH3:12].O, predict the reaction product. The product is: [CH:11](=[C:2]1[CH:1]=[CH:5][CH:4]=[CH:3]1)[CH2:12][CH2:9][CH3:10]. (8) Given the reactants [N+]([O-])([O-])=O.[Nd+3:5].[N+]([O-])([O-])=O.[N+]([O-])([O-])=O.[C:14]([C:18]1[CH:26]=[CH:25][C:21]([C:22]([OH:24])=[O:23])=[CH:20][CH:19]=1)([CH3:17])([CH3:16])[CH3:15].C(N(CC)CC)C, predict the reaction product. The product is: [Nd:5].[C:14]([C:18]1[CH:19]=[CH:20][C:21]([C:22]([OH:24])=[O:23])=[CH:25][CH:26]=1)([CH3:17])([CH3:15])[CH3:16]. (9) Given the reactants Cl[C:2]1[N:7]=[C:6]([C:8]2[N:12]3[CH:13]=[CH:14][CH:15]=[CH:16][C:11]3=[N:10][C:9]=2[C:17]2[CH:18]=[CH:19][C:20]([O:34][CH:35]([CH3:37])[CH3:36])=[C:21]([CH:33]=2)[C:22]([NH:24][C:25]2[C:30]([F:31])=[CH:29][CH:28]=[CH:27][C:26]=2[F:32])=[O:23])[CH:5]=[CH:4][N:3]=1.[CH3:38][C:39]1[C:40]([N:49]2[CH2:54][CH2:53][N:52]([CH2:55][CH2:56][S:57]([CH3:60])(=[O:59])=[O:58])[CH2:51][CH2:50]2)=[CH:41][C:42]([O:46][CH2:47][CH3:48])=[C:43]([NH2:45])[CH:44]=1.C1(C)C=CC(S(O)(=O)=O)=CC=1, predict the reaction product. The product is: [F:32][C:26]1[CH:27]=[CH:28][CH:29]=[C:30]([F:31])[C:25]=1[NH:24][C:22](=[O:23])[C:21]1[CH:33]=[C:17]([C:9]2[N:10]=[C:11]3[CH:16]=[CH:15][CH:14]=[CH:13][N:12]3[C:8]=2[C:6]2[CH:5]=[CH:4][N:3]=[C:2]([NH:45][C:43]3[CH:44]=[C:39]([CH3:38])[C:40]([N:49]4[CH2:54][CH2:53][N:52]([CH2:55][CH2:56][S:57]([CH3:60])(=[O:59])=[O:58])[CH2:51][CH2:50]4)=[CH:41][C:42]=3[O:46][CH2:47][CH3:48])[N:7]=2)[CH:18]=[CH:19][C:20]=1[O:34][CH:35]([CH3:37])[CH3:36].